Dataset: Peptide-MHC class II binding affinity with 134,281 pairs from IEDB. Task: Regression. Given a peptide amino acid sequence and an MHC pseudo amino acid sequence, predict their binding affinity value. This is MHC class II binding data. (1) The peptide sequence is MDVNPTLLFLKVPAQ. The MHC is DRB1_0401 with pseudo-sequence DRB1_0401. The binding affinity (normalized) is 0.396. (2) The peptide sequence is DEDGAKRIPVDVSEG. The MHC is DRB1_0401 with pseudo-sequence DRB1_0401. The binding affinity (normalized) is 0. (3) The peptide sequence is GKAKGSRAIWYMWLG. The MHC is DRB4_0103 with pseudo-sequence DRB4_0103. The binding affinity (normalized) is 0.763. (4) The peptide sequence is QVAKAGLKTNDRKWC. The MHC is DRB3_0202 with pseudo-sequence DRB3_0202. The binding affinity (normalized) is 0.680.